From a dataset of Forward reaction prediction with 1.9M reactions from USPTO patents (1976-2016). Predict the product of the given reaction. (1) Given the reactants C([N-]C(C)C)(C)C.[Li+].C([Li])CCC.C(NC(C)C)(C)C.[CH3:21][O:22][C:23]1[CH:24]=[C:25]2[C:30](=[CH:31][CH:32]=1)/[C:29](=[N:33]/[OH:34])/[CH2:28][CH2:27][CH2:26]2.[C:35]1([C:41]2[O:45][N:44]=[C:43]([C:46](OC)=O)[C:42]=2[C:50]([F:53])([F:52])[F:51])[CH:40]=[CH:39][CH:38]=[CH:37][CH:36]=1.S(Cl)(Cl)=O, predict the reaction product. The product is: [CH3:21][O:22][C:23]1[CH:24]=[C:25]2[C:30](=[CH:31][CH:32]=1)[C:29]1=[N:33][O:34][C:46]([C:43]3[C:42]([C:50]([F:51])([F:52])[F:53])=[C:41]([C:35]4[CH:40]=[CH:39][CH:38]=[CH:37][CH:36]=4)[O:45][N:44]=3)=[C:28]1[CH2:27][CH2:26]2. (2) Given the reactants [O:1]1[C:6]2[CH:7]=[CH:8][C:9]([CH2:11][NH:12][C:13]3[CH:14]=[C:15]([CH:18]=[CH:19][C:20]=3F)[C:16]#[N:17])=[CH:10][C:5]=2OC[CH2:2]1.NC1C=C(C=CC=1)C#N.C(=O)C1C=CC(OC)=CC=1, predict the reaction product. The product is: [CH3:2][O:1][C:6]1[CH:7]=[CH:8][C:9]([CH2:11][NH:12][C:13]2[CH:14]=[C:15]([CH:18]=[CH:19][CH:20]=2)[C:16]#[N:17])=[CH:10][CH:5]=1. (3) Given the reactants [CH:1]1[CH:6]=[CH:5][C:4]([C:7]([Cl:21])([C:14]2[C:19]([Cl:20])=[CH:18][CH:17]=[CH:16][CH:15]=2)[C:8]2[CH:13]=[CH:12][CH:11]=[CH:10][CH:9]=2)=[CH:3][CH:2]=1.CO.C(N(C(C)C)CC)(C)C.[CH:33]1[C:45]2[CH:44]([CH2:46][O:47][C:48]([NH:50][C@H:51]([C:66](=[O:73])[N:67]3[CH2:72][CH2:71][CH2:70][CH2:69][CH2:68]3)[CH2:52][C:53]3[CH:54]=[C:55]([C:59](=[CH2:65])[CH2:60][CH2:61][C:62]([OH:64])=[O:63])[CH:56]=[CH:57][CH:58]=3)=[O:49])[C:43]3[C:38](=[CH:39][CH:40]=[CH:41][CH:42]=3)[C:37]=2[CH:36]=[CH:35][CH:34]=1, predict the reaction product. The product is: [CH:42]1[C:43]2[CH:44]([CH2:46][O:47][C:48]([NH:50][C@H:51]([C:66](=[O:73])[N:67]3[CH2:72][CH2:71][CH2:70][CH2:69][CH2:68]3)[CH2:52][C:53]3[CH:54]=[C:55]([C:59](=[CH2:65])[CH2:60][CH2:61][C:62]([OH:64])=[O:63])[CH:56]=[CH:57][CH:58]=3)=[O:49])[C:45]3[C:37](=[CH:36][CH:35]=[CH:34][CH:33]=3)[C:38]=2[CH:39]=[CH:40][CH:41]=1.[CH:11]1[CH:10]=[CH:9][C:8]([C:7]([Cl:21])([C:14]2[C:19]([Cl:20])=[CH:18][CH:17]=[CH:16][CH:15]=2)[C:4]2[CH:5]=[CH:6][CH:1]=[CH:2][CH:3]=2)=[CH:13][CH:12]=1.